This data is from Full USPTO retrosynthesis dataset with 1.9M reactions from patents (1976-2016). The task is: Predict the reactants needed to synthesize the given product. The reactants are: C(NC(C)C)(C)C.C([Li])CCC.[CH3:13][C@H:14]1[CH2:19][CH2:18][C@H:17]([C:20]([NH:22][C:23]2[CH:27]=[CH:26][S:25][C:24]=2[C:28]([O:30][CH3:31])=[O:29])=[O:21])[CH2:16][CH2:15]1.[I:32]I.[Cl-].[NH4+]. Given the product [I:32][C:26]1[S:25][C:24]([C:28]([O:30][CH3:31])=[O:29])=[C:23]([NH:22][C:20]([C@H:17]2[CH2:16][CH2:15][C@H:14]([CH3:13])[CH2:19][CH2:18]2)=[O:21])[CH:27]=1, predict the reactants needed to synthesize it.